From a dataset of Reaction yield outcomes from USPTO patents with 853,638 reactions. Predict the reaction yield, written as a fraction of the theoretical maximum amount of product (1.0 means a 100% yield; for example, 0.34 means a 34% yield). The reactants are [Cl:1][C:2]1[C:7]([N+:8]([O-])=O)=[CH:6][CH:5]=[CH:4][N:3]=1.[CH:11]([Mg]Br)=[CH2:12]. The catalyst is O1CCCC1. The product is [Cl:1][C:2]1[N:3]=[CH:4][CH:5]=[C:6]2[CH:12]=[CH:11][NH:8][C:7]=12. The yield is 0.364.